This data is from NCI-60 drug combinations with 297,098 pairs across 59 cell lines. The task is: Regression. Given two drug SMILES strings and cell line genomic features, predict the synergy score measuring deviation from expected non-interaction effect. (1) Drug 1: C1CCN(CC1)CCOC2=CC=C(C=C2)C(=O)C3=C(SC4=C3C=CC(=C4)O)C5=CC=C(C=C5)O. Drug 2: CC=C1C(=O)NC(C(=O)OC2CC(=O)NC(C(=O)NC(CSSCCC=C2)C(=O)N1)C(C)C)C(C)C. Cell line: UACC62. Synergy scores: CSS=48.8, Synergy_ZIP=1.32, Synergy_Bliss=-0.0507, Synergy_Loewe=-55.7, Synergy_HSA=-2.32. (2) Drug 1: C1=NC2=C(N=C(N=C2N1C3C(C(C(O3)CO)O)O)F)N. Drug 2: N.N.Cl[Pt+2]Cl. Cell line: SK-OV-3. Synergy scores: CSS=24.3, Synergy_ZIP=-8.03, Synergy_Bliss=-3.53, Synergy_Loewe=-8.71, Synergy_HSA=-6.72.